Dataset: Peptide-MHC class I binding affinity with 185,985 pairs from IEDB/IMGT. Task: Regression. Given a peptide amino acid sequence and an MHC pseudo amino acid sequence, predict their binding affinity value. This is MHC class I binding data. (1) The peptide sequence is LNIALVAVSL. The MHC is HLA-A02:06 with pseudo-sequence HLA-A02:06. The binding affinity (normalized) is 0.123. (2) The peptide sequence is VLTTPGLNHA. The MHC is HLA-A02:01 with pseudo-sequence HLA-A02:01. The binding affinity (normalized) is 0. (3) The peptide sequence is RPNNNTRKSI. The MHC is HLA-B54:01 with pseudo-sequence HLA-B54:01. The binding affinity (normalized) is 0. (4) The peptide sequence is YPMDNVINF. The MHC is H-2-Dd with pseudo-sequence H-2-Dd. The binding affinity (normalized) is 0. (5) The peptide sequence is MEFWLVAAL. The MHC is HLA-A26:02 with pseudo-sequence HLA-A26:02. The binding affinity (normalized) is 0.0847. (6) The peptide sequence is VHDTNATKL. The MHC is HLA-B27:05 with pseudo-sequence HLA-B27:05. The binding affinity (normalized) is 0.0847. (7) The peptide sequence is ALGIICSAL. The MHC is HLA-B40:01 with pseudo-sequence HLA-B40:01. The binding affinity (normalized) is 0.0847.